From a dataset of Peptide-MHC class I binding affinity with 185,985 pairs from IEDB/IMGT. Regression. Given a peptide amino acid sequence and an MHC pseudo amino acid sequence, predict their binding affinity value. This is MHC class I binding data. (1) The peptide sequence is HMVVKSALL. The MHC is HLA-A29:02 with pseudo-sequence HLA-A29:02. The binding affinity (normalized) is 0.424. (2) The binding affinity (normalized) is 0.280. The MHC is Mamu-B52 with pseudo-sequence Mamu-B52. The peptide sequence is SGPSNTYPEI. (3) The peptide sequence is CKNFLKQVYFE. The MHC is H-2-Db with pseudo-sequence H-2-Db. The binding affinity (normalized) is 0. (4) The peptide sequence is FASGNSIDDI. The MHC is HLA-A02:01 with pseudo-sequence HLA-A02:01. The binding affinity (normalized) is 0.156. (5) The peptide sequence is DLTGDLEAL. The MHC is HLA-A02:02 with pseudo-sequence HLA-A02:02. The binding affinity (normalized) is 0.393. (6) The peptide sequence is RQQLEDIFM. The MHC is HLA-A02:03 with pseudo-sequence HLA-A02:03. The binding affinity (normalized) is 0.0574.